This data is from NCI-60 drug combinations with 297,098 pairs across 59 cell lines. The task is: Regression. Given two drug SMILES strings and cell line genomic features, predict the synergy score measuring deviation from expected non-interaction effect. Drug 1: CC(C1=C(C=CC(=C1Cl)F)Cl)OC2=C(N=CC(=C2)C3=CN(N=C3)C4CCNCC4)N. Drug 2: C1=CC(=CC=C1CCC2=CNC3=C2C(=O)NC(=N3)N)C(=O)NC(CCC(=O)O)C(=O)O. Cell line: PC-3. Synergy scores: CSS=44.4, Synergy_ZIP=-2.89, Synergy_Bliss=-4.94, Synergy_Loewe=-15.8, Synergy_HSA=-3.07.